From a dataset of Full USPTO retrosynthesis dataset with 1.9M reactions from patents (1976-2016). Predict the reactants needed to synthesize the given product. The reactants are: [N+:1]([C:4]1[CH:9]=[C:8](/[CH:10]=[CH:11]/[C:12]([O:14][CH3:15])=[O:13])[CH:7]=[CH:6][C:5]=1[C:16]1[CH:21]=[CH:20][CH:19]=[CH:18][CH:17]=1)([O-])=O. Given the product [NH2:1][C:4]1[CH:9]=[C:8]([CH2:10][CH2:11][C:12]([O:14][CH3:15])=[O:13])[CH:7]=[CH:6][C:5]=1[C:16]1[CH:17]=[CH:18][CH:19]=[CH:20][CH:21]=1, predict the reactants needed to synthesize it.